From a dataset of Full USPTO retrosynthesis dataset with 1.9M reactions from patents (1976-2016). Predict the reactants needed to synthesize the given product. Given the product [N:1]1([CH2:6][C:7]2[CH:43]=[CH:42][C:10]([CH2:11][N:12]3[CH:20]=[C:19]4[C:14]([N:15]=[CH:16][N:17]=[C:18]4[NH:21][CH2:22][C:23]4[CH:28]=[CH:27][C:26]([O:29][CH3:30])=[CH:25][C:24]=4[O:31][CH2:32][C:33](=[O:34])[C:38]([CH3:40])([CH3:41])[CH3:39])=[N:13]3)=[CH:9][CH:8]=2)[CH:5]=[CH:4][CH:3]=[N:2]1, predict the reactants needed to synthesize it. The reactants are: [N:1]1([CH2:6][C:7]2[CH:43]=[CH:42][C:10]([CH2:11][N:12]3[CH:20]=[C:19]4[C:14]([N:15]=[CH:16][N:17]=[C:18]4[NH:21][CH2:22][C:23]4[CH:28]=[CH:27][C:26]([O:29][CH3:30])=[CH:25][C:24]=4[O:31][CH2:32][C:33]4([C:38]([CH3:41])([CH3:40])[CH3:39])OCC[O:34]4)=[N:13]3)=[CH:9][CH:8]=2)[CH:5]=[CH:4][CH:3]=[N:2]1.